From a dataset of Forward reaction prediction with 1.9M reactions from USPTO patents (1976-2016). Predict the product of the given reaction. (1) Given the reactants [CH:1]([O:4][C:5]1[CH:16]=[CH:15][CH:14]=[CH:13][C:6]=1[C:7]([O:9]C(C)C)=[O:8])([CH3:3])[CH3:2].CC(C)([O-])C.[K+].CCCCCC.C(OCC)(=O)C.Cl, predict the reaction product. The product is: [CH:1]([O:4][C:5]1[CH:16]=[CH:15][CH:14]=[CH:13][C:6]=1[C:7]([OH:9])=[O:8])([CH3:3])[CH3:2]. (2) Given the reactants C1(S([N:10]2[C:14]3=[N:15][CH:16]=[C:17]([O:19][CH:20]([CH3:22])[CH3:21])[CH:18]=[C:13]3[CH:12]=[C:11]2[C:23]([C:30]2[CH:35]=[CH:34][C:33]([S:36]([CH3:39])(=[O:38])=[O:37])=[CH:32][CH:31]=2)=[CH:24][CH:25]2[CH2:29][CH2:28][CH2:27][CH2:26]2)(=O)=O)C=CC=CC=1.[F-].C([N+](CCCC)(CCCC)CCCC)CCC, predict the reaction product. The product is: [CH:25]1([CH:24]=[C:23]([C:11]2[NH:10][C:14]3=[N:15][CH:16]=[C:17]([O:19][CH:20]([CH3:21])[CH3:22])[CH:18]=[C:13]3[CH:12]=2)[C:30]2[CH:35]=[CH:34][C:33]([S:36]([CH3:39])(=[O:38])=[O:37])=[CH:32][CH:31]=2)[CH2:29][CH2:28][CH2:27][CH2:26]1.